This data is from NCI-60 drug combinations with 297,098 pairs across 59 cell lines. The task is: Regression. Given two drug SMILES strings and cell line genomic features, predict the synergy score measuring deviation from expected non-interaction effect. Drug 1: C1=NC(=NC(=O)N1C2C(C(C(O2)CO)O)O)N. Drug 2: C(CN)CNCCSP(=O)(O)O. Cell line: RXF 393. Synergy scores: CSS=-2.65, Synergy_ZIP=3.35, Synergy_Bliss=5.04, Synergy_Loewe=-0.570, Synergy_HSA=-0.0166.